This data is from Drug-target binding data from BindingDB using IC50 measurements. The task is: Regression. Given a target protein amino acid sequence and a drug SMILES string, predict the binding affinity score between them. We predict pIC50 (pIC50 = -log10(IC50 in M); higher means more potent). Dataset: bindingdb_ic50. The drug is Cc1ccc(Nc2ncncc2C(O)C2CCN(S(C)(=O)=O)CC2)cc1. The target protein (P15539) has sequence MALRVTADVWLARPWQCLHRTRALGTTATLAPKTLQPFEAIPQYSRNKWLKMIQILREQGQENLHLEMHQVFRELGPIFRHSVGKTQIVSVMLPEDAEKLHQVESMLPRRMHLEPWVAHRELRGLRRGVFLLNGPEWRLNRLRLNRNVLSPKAVQKFVPMVDMVARDFLETLKEKVLQNARGSLTMDVQQSLFNYTIEASNFALFGERLGLLGHDLSPGSLKFIHALHSMFKSTSQLLFLPKSLTRWTSTRVWKEHFDAWDVISEYANRCIWKVHQELRLGSSQTYSGIVAELISQGSLPLDAIKANSMELTAGSVDTTAIPLVMTLFELARNPDVQKALRQESLAAEASIAANPQKAMSDLPLLRAALKETLRLYPVGGFLERILSSDLVLQNYHVPAGTLVLLYLYSMGRNPAVFPRPERYMPQRWLERKRSFQHLAFGFGVRQCLGRRLAEVEMMLLLHHILKTFQVETLRQEDVQMAYRFVLMPSSSPVLTFRPVS.... The pIC50 is 5.7.